Dataset: Reaction yield outcomes from USPTO patents with 853,638 reactions. Task: Predict the reaction yield, written as a fraction of the theoretical maximum amount of product (1.0 means a 100% yield; for example, 0.34 means a 34% yield). The reactants are [Cl:1][C:2]1[CH:3]=[CH:4][C:5]([SH:11])=[C:6]([CH:10]=1)[C:7]([OH:9])=[O:8].S[C:13]1[CH:21]=[CH:20][CH:19]=[CH:18][C:14]=1[C:15]([OH:17])=[O:16].BrC1C=CC=CC=1C(O)=O. No catalyst specified. The product is [C:15]([C:14]1[CH:18]=[CH:19][CH:20]=[CH:21][C:13]=1[S:11][C:5]1[CH:4]=[CH:3][C:2]([Cl:1])=[CH:10][C:6]=1[C:7]([OH:9])=[O:8])([OH:17])=[O:16]. The yield is 0.910.